This data is from Forward reaction prediction with 1.9M reactions from USPTO patents (1976-2016). The task is: Predict the product of the given reaction. (1) Given the reactants [Cl:1][C:2]1[CH:7]=[CH:6][C:5](B(O)O)=[CH:4][CH:3]=1.[CH3:11][O:12][C:13](=[O:37])[C:14]1[CH:19]=[CH:18][CH:17]=[C:16]([CH2:20][N:21]([C:29](=[O:36])[C:30]#[C:31][C:32]([CH3:35])([CH3:34])[CH3:33])[C:22]2[CH:27]=[CH:26][CH:25]=[CH:24][C:23]=2I)[CH:15]=1, predict the reaction product. The product is: [CH3:11][O:12][C:13](=[O:37])[C:14]1[CH:19]=[CH:18][CH:17]=[C:16]([CH2:20][N:21]2[C:22]3[C:27](=[CH:26][CH:25]=[CH:24][CH:23]=3)/[C:30](=[C:31](\[C:5]3[CH:6]=[CH:7][C:2]([Cl:1])=[CH:3][CH:4]=3)/[C:32]([CH3:35])([CH3:34])[CH3:33])/[C:29]2=[O:36])[CH:15]=1. (2) Given the reactants [N:1]1[CH:6]=[CH:5][C:4]([CH:7]2[CH2:12][CH2:11][N:10]([C:13]([N:15]3[C:24]4[C:19](=[CH:20][CH:21]=[CH:22][CH:23]=4)[CH2:18][CH2:17][CH2:16]3)=[O:14])[CH2:9][CH2:8]2)=[CH:3][CH:2]=1.[ClH:25], predict the reaction product. The product is: [ClH:25].[N:1]1[CH:6]=[CH:5][C:4]([CH:7]2[CH2:12][CH2:11][N:10]([C:13]([N:15]3[C:24]4[C:19](=[CH:20][CH:21]=[CH:22][CH:23]=4)[CH2:18][CH2:17][CH2:16]3)=[O:14])[CH2:9][CH2:8]2)=[CH:3][CH:2]=1. (3) The product is: [CH3:12][C:13]1[CH:14]=[CH:15][C:16]([NH:19][C:20]2[S:21][CH:3]=[C:4]([C:6]3[CH:11]=[CH:10][N:9]=[CH:8][CH:7]=3)[N:22]=2)=[CH:17][CH:18]=1. Given the reactants Br.Br[CH2:3][C:4]([C:6]1[CH:11]=[CH:10][N:9]=[CH:8][CH:7]=1)=O.[CH3:12][C:13]1[CH:18]=[CH:17][C:16]([NH:19][C:20]([NH2:22])=[S:21])=[CH:15][CH:14]=1.N, predict the reaction product. (4) Given the reactants [OH:1][C:2]1[CH:3]=[C:4]([C:8]2[N:9]=[C:10]([N:32]3[CH2:37][CH2:36][O:35][CH2:34][CH2:33]3)[C:11]3[N:16]=[N:15][N:14]([CH2:17][CH2:18][N:19]4[CH2:24][CH2:23][N:22](C(OC(C)(C)C)=O)[CH2:21][CH2:20]4)[C:12]=3[N:13]=2)[CH:5]=[CH:6][CH:7]=1, predict the reaction product. The product is: [N:32]1([C:10]2[C:11]3[N:16]=[N:15][N:14]([CH2:17][CH2:18][N:19]4[CH2:20][CH2:21][NH:22][CH2:23][CH2:24]4)[C:12]=3[N:13]=[C:8]([C:4]3[CH:3]=[C:2]([OH:1])[CH:7]=[CH:6][CH:5]=3)[N:9]=2)[CH2:33][CH2:34][O:35][CH2:36][CH2:37]1.